From a dataset of Forward reaction prediction with 1.9M reactions from USPTO patents (1976-2016). Predict the product of the given reaction. (1) Given the reactants [NH2:1][CH2:2][C:3]([CH3:7])([CH3:6])[CH2:4][OH:5].S=[C:9]1[CH2:13][S:12][C:11](=[O:14])[NH:10]1, predict the reaction product. The product is: [OH:5][CH2:4][C:3]([CH3:7])([CH3:6])[CH2:2][NH:1][C:9]1[CH2:13][S:12][C:11](=[O:14])[N:10]=1. (2) Given the reactants [Na].Cl[C:3]1[CH:8]=[C:7]([CH3:9])[N:6]=[C:5]([NH:10][C:11]2[CH:16]=[CH:15][C:14]([N:17]3[CH:21]=[C:20]([CH3:22])[N:19]=[CH:18]3)=[C:13]([O:23][CH3:24])[CH:12]=2)[N:4]=1, predict the reaction product. The product is: [CH:13]([O:23][C:3]1[CH:8]=[C:7]([CH3:9])[N:6]=[C:5]([NH:10][C:11]2[CH:16]=[CH:15][C:14]([N:17]3[CH:21]=[C:20]([CH3:22])[N:19]=[CH:18]3)=[C:13]([O:23][CH3:24])[CH:12]=2)[N:4]=1)([CH3:14])[CH3:12]. (3) Given the reactants [CH3:1][O:2][C:3]1[CH:12]=[C:11]2[C:6]([C:7]([O:13][C:14]3[C:15]([CH3:24])=[N:16][C:17]4[C:22]([CH:23]=3)=[CH:21][CH:20]=[CH:19][CH:18]=4)=[CH:8][CH:9]=[N:10]2)=[CH:5][C:4]=1[O:25][CH2:26][CH:27]1[CH2:29][O:28]1.FC(F)(F)C(O)=[O:33].[OH-].[Na+], predict the reaction product. The product is: [CH3:1][O:2][C:3]1[CH:12]=[C:11]2[C:6]([C:7]([O:13][C:14]3[C:15]([CH3:24])=[N:16][C:17]4[C:22]([CH:23]=3)=[CH:21][CH:20]=[CH:19][CH:18]=4)=[CH:8][CH:9]=[N:10]2)=[CH:5][C:4]=1[O:25][CH2:26][CH:27]([OH:33])[CH2:29][OH:28]. (4) Given the reactants [C:1]([O:5][C:6]([N:8]1[CH2:13][CH2:12][CH2:11][CH:10]([C:14]2[CH:19]=[CH:18][CH:17]=[CH:16][CH:15]=2)[CH:9]1[C:20](O)=[O:21])=[O:7])([CH3:4])([CH3:3])[CH3:2].[NH:23]1[C:31]2[C:26](=[CH:27][C:28]([NH2:32])=[CH:29][CH:30]=2)[CH:25]=[N:24]1.CN(C(ON1N=NC2C=CC=NC1=2)=[N+](C)C)C.F[P-](F)(F)(F)(F)F.CCN(C(C)C)C(C)C, predict the reaction product. The product is: [NH:23]1[C:31]2[C:26](=[CH:27][C:28]([NH:32][C:20]([CH:9]3[CH:10]([C:14]4[CH:19]=[CH:18][CH:17]=[CH:16][CH:15]=4)[CH2:11][CH2:12][CH2:13][N:8]3[C:6]([O:5][C:1]([CH3:4])([CH3:3])[CH3:2])=[O:7])=[O:21])=[CH:29][CH:30]=2)[CH:25]=[N:24]1. (5) Given the reactants [CH3:1][C:2]1[O:12][C:5]2[CH2:6][NH:7][CH2:8][CH2:9][CH:10]([OH:11])[C:4]=2[CH:3]=1.[Br:13][C:14]1[C:15]([Cl:21])=[C:16](F)[CH:17]=[CH:18][CH:19]=1, predict the reaction product. The product is: [ClH:21].[Br:13][C:14]1[C:15]([Cl:21])=[C:16]([O:11][CH:10]2[CH2:9][CH2:8][NH:7][CH2:6][C:5]3[O:12][C:2]([CH3:1])=[CH:3][C:4]2=3)[CH:17]=[CH:18][CH:19]=1. (6) Given the reactants [Br:1][C:2]1[CH:7]=[CH:6][CH:5]=[CH:4][C:3]=1[CH2:8][C:9]([OH:11])=O.Cl.[CH3:13][NH:14][O:15][CH3:16].C(N(CC)CC)C.[I-].ClCC1C=CC=C[NH+]=1, predict the reaction product. The product is: [Br:1][C:2]1[CH:7]=[CH:6][CH:5]=[CH:4][C:3]=1[CH2:8][C:9]([N:14]([O:15][CH3:16])[CH3:13])=[O:11]. (7) Given the reactants [O:1]=[C:2]1[CH2:6][CH2:5][CH2:4][N:3]1[CH2:7][CH2:8][O:9][CH2:10][C:11]1[CH:12]=[C:13]([CH:17]=[CH:18][N:19]=1)[C:14]([OH:16])=O.CN(C(ON1N=NC2C=CC=NC1=2)=[N+](C)C)C.F[P-](F)(F)(F)(F)F.C(N(C(C)C)C(C)C)C.[O:53]1[CH2:58][CH2:57][O:56][CH2:55][CH:54]1[C:59]1[C:67]2[S:66][C:65]([NH2:68])=[N:64][C:63]=2[C:62]([O:69][CH3:70])=[CH:61][CH:60]=1, predict the reaction product. The product is: [O:53]1[CH2:58][CH2:57][O:56][CH2:55][CH:54]1[C:59]1[C:67]2[S:66][C:65]([NH:68][C:14](=[O:16])[C:13]3[CH:17]=[CH:18][N:19]=[C:11]([CH2:10][O:9][CH2:8][CH2:7][N:3]4[CH2:4][CH2:5][CH2:6][C:2]4=[O:1])[CH:12]=3)=[N:64][C:63]=2[C:62]([O:69][CH3:70])=[CH:61][CH:60]=1. (8) The product is: [CH3:1][O:2][C:3]1[CH:16]=[CH:15][C:14]2[S:13][C:12]3[C:7](=[CH:8][CH:9]=[CH:10][CH:11]=3)[NH:6][C:5]=2[C:4]=1[CH:17]=[O:19]. Given the reactants [CH3:1][O:2][C:3]1[CH:16]=[CH:15][C:14]2[S:13][C:12]3[C:7](=[CH:8][CH:9]=[CH:10][CH:11]=3)[NH:6][C:5]=2[CH:4]=1.[CH2:17]([O:19]CC)C.[Li]CCCC.CN(C=O)C, predict the reaction product. (9) Given the reactants [C:1]([O:5][C:6](=[O:17])[NH:7][C@H:8]([C:10]1[CH:15]=[CH:14][CH:13]=[C:12](Br)[CH:11]=1)[CH3:9])([CH3:4])([CH3:3])[CH3:2].[CH3:18][N:19]1[CH2:24][CH2:23][NH:22][CH2:21][CH2:20]1.P([O-])([O-])([O-])=O.[K+].[K+].[K+], predict the reaction product. The product is: [C:1]([O:5][C:6](=[O:17])[NH:7][C@H:8]([C:10]1[CH:15]=[CH:14][CH:13]=[C:12]([N:22]2[CH2:23][CH2:24][N:19]([CH3:18])[CH2:20][CH2:21]2)[CH:11]=1)[CH3:9])([CH3:4])([CH3:3])[CH3:2]. (10) The product is: [CH3:1][O:2][C:3](=[O:4])[C:5]1[CH:10]=[CH:9][N:8]=[CH:7][C:6]=1[C:11]([Cl:16])=[O:13]. Given the reactants [CH3:1][O:2][C:3]([C:5]1[CH:10]=[CH:9][N:8]=[CH:7][C:6]=1[C:11]([OH:13])=O)=[O:4].S(Cl)([Cl:16])=O, predict the reaction product.